Dataset: Full USPTO retrosynthesis dataset with 1.9M reactions from patents (1976-2016). Task: Predict the reactants needed to synthesize the given product. (1) Given the product [CH3:11][Si:12]([CH3:17])([CH3:16])[CH2:13][CH2:14][O:9][C:8]([CH:4]1[CH2:5][CH2:6][CH2:7][C:2](=[O:1])[CH2:3]1)=[O:10], predict the reactants needed to synthesize it. The reactants are: [O:1]=[C:2]1[CH2:7][CH2:6][CH2:5][CH:4]([C:8]([OH:10])=[O:9])[CH2:3]1.[CH3:11][Si:12]([CH3:17])([CH3:16])[CH2:13][CH2:14]O.Cl.CN(C)CCCN=C=NCC. (2) The reactants are: [NH:1]1[C:9]2[C:4](=[CH:5][CH:6]=[CH:7][CH:8]=2)[C:3]([CH:10]=O)=[CH:2]1.[N:12]1[CH:17]=[CH:16][CH:15]=[C:14]([NH2:18])[CH:13]=1. Given the product [NH:1]1[C:9]2[C:4](=[CH:5][CH:6]=[CH:7][CH:8]=2)[C:3](/[CH:10]=[N:18]\[C:14]2[CH:13]=[N:12][CH:17]=[CH:16][CH:15]=2)=[CH:2]1, predict the reactants needed to synthesize it. (3) Given the product [Br:1][C:2]1[CH:3]=[CH:4][C:5]([F:14])=[C:6]([C:7](=[O:8])[CH3:15])[CH:13]=1, predict the reactants needed to synthesize it. The reactants are: [Br:1][C:2]1[CH:3]=[CH:4][C:5]([F:14])=[C:6]([CH:13]=1)[C:7](N(OC)C)=[O:8].[CH3:15][Mg]Br.C(OCC)C.Cl. (4) Given the product [CH3:41][S:42]([O:25][CH2:24][CH2:23][C@@:20]1([C:26]2[CH:27]=[CH:28][C:29]([F:32])=[CH:30][CH:31]=2)[O:19][C:18](=[O:33])[N:17]([C@H:15]([C:12]2[CH:13]=[CH:14][C:9]([C:3]3[CH:4]=[CH:5][C:6]([F:8])=[CH:7][C:2]=3[F:1])=[CH:10][CH:11]=2)[CH3:16])[CH2:22][CH2:21]1)(=[O:44])=[O:43], predict the reactants needed to synthesize it. The reactants are: [F:1][C:2]1[CH:7]=[C:6]([F:8])[CH:5]=[CH:4][C:3]=1[C:9]1[CH:14]=[CH:13][C:12]([C@@H:15]([N:17]2[CH2:22][CH2:21][C@@:20]([C:26]3[CH:31]=[CH:30][C:29]([F:32])=[CH:28][CH:27]=3)([CH2:23][CH2:24][OH:25])[O:19][C:18]2=[O:33])[CH3:16])=[CH:11][CH:10]=1.CCN(CC)CC.[CH3:41][S:42](Cl)(=[O:44])=[O:43].O.